This data is from Reaction yield outcomes from USPTO patents with 853,638 reactions. The task is: Predict the reaction yield, written as a fraction of the theoretical maximum amount of product (1.0 means a 100% yield; for example, 0.34 means a 34% yield). (1) The reactants are [O:1]=[C:2]1[C:7]([CH2:8][C:9]2[CH:14]=[CH:13][C:12]([C:15]3[C:16]([C:21]#[N:22])=[CH:17][CH:18]=[CH:19][CH:20]=3)=[CH:11][CH:10]=2)=[C:6]([CH2:23][CH2:24][CH3:25])[N:5]2[N:26]=[CH:27][N:28]=[C:4]2[N:3]1[C@H:29]1[CH2:34][CH2:33][C@H:32]([NH:35][CH:36]2[CH2:41][CH2:40][O:39][CH2:38][CH2:37]2)[CH2:31][CH2:30]1.S([O-])([O-])(=O)=O.[Na+].[Na+].C=O.[C:51](O[BH-](OC(=O)C)OC(=O)C)(=O)C.[Na+].[OH-].[Na+]. The catalyst is O1CCCC1. The product is [CH3:51][N:35]([CH:36]1[CH2:41][CH2:40][O:39][CH2:38][CH2:37]1)[C@H:32]1[CH2:33][CH2:34][C@H:29]([N:3]2[C:2](=[O:1])[C:7]([CH2:8][C:9]3[CH:10]=[CH:11][C:12]([C:15]4[C:16]([C:21]#[N:22])=[CH:17][CH:18]=[CH:19][CH:20]=4)=[CH:13][CH:14]=3)=[C:6]([CH2:23][CH2:24][CH3:25])[N:5]3[N:26]=[CH:27][N:28]=[C:4]23)[CH2:30][CH2:31]1. The yield is 0.390. (2) The reactants are [CH3:1][C:2]1[N:7]=[C:6]([C:8]#[C:9][C:10]2[CH:15]=[CH:14][CH:13]=[CH:12][CH:11]=2)[C:5]([NH2:16])=[CH:4][CH:3]=1.[ClH:17]. The yield is 0.870. The product is [ClH:17].[CH3:1][C:2]1[N:7]=[C:6]([C:8]#[C:9][C:10]2[CH:11]=[CH:12][CH:13]=[CH:14][CH:15]=2)[C:5]([NH2:16])=[CH:4][CH:3]=1. The catalyst is C(Cl)(Cl)Cl.C(OCC)C. (3) The reactants are Cl[C:2]1[S:3][CH:4]=[CH:5][N:6]=1.[C:7]([O:11][C:12]([CH3:15])([CH3:14])[CH3:13])(=[O:10])[CH2:8][CH3:9].[CH3:16][Si]([N-][Si](C)(C)C)(C)C.[Na+].CI. The catalyst is C1(C)C=CC=CC=1. The product is [CH3:9][C:8]([C:2]1[S:3][CH:4]=[CH:5][N:6]=1)([CH3:16])[C:7]([O:11][C:12]([CH3:15])([CH3:14])[CH3:13])=[O:10]. The yield is 0.620. (4) The reactants are [Br:1][C:2]1[CH:3]=[C:4]2[C:8](=[CH:9][CH:10]=1)[NH:7][C:6](=[O:11])[C:5]2=O.[F:13][C:14]([F:23])([F:22])[C:15]1[CH:16]=[C:17]([CH:19]=[CH:20][CH:21]=1)[NH2:18].C(O)(=O)C. The catalyst is CO. The product is [Br:1][C:2]1[CH:3]=[C:4]2[C:8](=[CH:9][CH:10]=1)[NH:7][C:6](=[O:11])/[C:5]/2=[N:18]\[C:17]1[CH:19]=[CH:20][CH:21]=[C:15]([C:14]([F:13])([F:22])[F:23])[CH:16]=1. The yield is 0.400.